Dataset: Full USPTO retrosynthesis dataset with 1.9M reactions from patents (1976-2016). Task: Predict the reactants needed to synthesize the given product. (1) Given the product [NH2:1][C:4]1[CH:30]=[CH:29][CH:28]=[CH:27][C:5]=1[CH2:6][C:7]1[C:11]2[C:12](=[O:26])[N:13]([C:20]3[CH:25]=[CH:24][CH:23]=[CH:22][CH:21]=3)[C:14]3[N:15]=[CH:16][CH:17]=[CH:18][C:19]=3[C:10]=2[NH:9][N:8]=1, predict the reactants needed to synthesize it. The reactants are: [N+:1]([C:4]1[CH:30]=[CH:29][CH:28]=[CH:27][C:5]=1[CH2:6][C:7]1[C:11]2[C:12](=[O:26])[N:13]([C:20]3[CH:25]=[CH:24][CH:23]=[CH:22][CH:21]=3)[C:14]3[N:15]=[CH:16][CH:17]=[CH:18][C:19]=3[C:10]=2[NH:9][N:8]=1)([O-])=O. (2) Given the product [CH3:1][C:2]1[S:11][C:10]2[C:9](=[CH:12][C:26]3[CH:27]=[C:22]([NH:21][S:18]([CH3:17])(=[O:19])=[O:20])[CH:23]=[CH:24][CH:25]=3)[C:8]3[CH:13]=[CH:14][CH:15]=[CH:16][C:7]=3[CH2:6][CH2:5][C:4]=2[N:3]=1, predict the reactants needed to synthesize it. The reactants are: [CH3:1][C:2]1[S:11][C:10]2[C:9](=[CH2:12])[C:8]3[CH:13]=[CH:14][CH:15]=[CH:16][C:7]=3[CH2:6][CH2:5][C:4]=2[N:3]=1.[CH3:17][S:18]([NH:21][C:22]1[CH:23]=[C:24](B(O)O)[CH:25]=[CH:26][CH:27]=1)(=[O:20])=[O:19]. (3) Given the product [Cl:1][C:2]1[C:7]([OH:8])=[CH:6][C:5]2[C:13](=[O:15])[C:12]3[C:11]([S:10][C:4]=2[CH:3]=1)=[CH:19][C:18]([C:20]([F:22])([F:23])[F:21])=[CH:17][CH:16]=3, predict the reactants needed to synthesize it. The reactants are: [Cl:1][C:2]1[CH:3]=[C:4]([S:10][C:11]2[CH:19]=[C:18]([C:20]([F:23])([F:22])[F:21])[CH:17]=[CH:16][C:12]=2[C:13]([OH:15])=O)[CH:5]=[CH:6][C:7]=1[O:8]C.Cl.O.B(Br)(Br)Br. (4) Given the product [CH3:1][O:2][C:3]1[C:8]([NH:9][S:20]([CH3:19])(=[O:22])=[O:21])=[CH:7][C:6]([B:10]2[O:14][C:13]([CH3:16])([CH3:15])[C:12]([CH3:18])([CH3:17])[O:11]2)=[CH:5][N:4]=1, predict the reactants needed to synthesize it. The reactants are: [CH3:1][O:2][C:3]1[C:8]([NH2:9])=[CH:7][C:6]([B:10]2[O:14][C:13]([CH3:16])([CH3:15])[C:12]([CH3:18])([CH3:17])[O:11]2)=[CH:5][N:4]=1.[CH3:19][S:20](Cl)(=[O:22])=[O:21]. (5) Given the product [Br:19][C:20]1[CH:25]=[CH:24][C:23]([F:26])=[CH:22][C:21]=1[O:5][CH:6]1[CH2:11][CH2:10][N:9]([C:12]([O:14][C:15]([CH3:18])([CH3:17])[CH3:16])=[O:13])[CH2:8][CH2:7]1, predict the reactants needed to synthesize it. The reactants are: CS([O:5][CH:6]1[CH2:11][CH2:10][N:9]([C:12]([O:14][C:15]([CH3:18])([CH3:17])[CH3:16])=[O:13])[CH2:8][CH2:7]1)(=O)=O.[Br:19][C:20]1[CH:25]=[CH:24][C:23]([F:26])=[CH:22][C:21]=1O.C([O-])([O-])=O.[Cs+].[Cs+]. (6) Given the product [OH:35][CH2:34][CH2:36][NH:37][C:4]([C:6]1[C:7]2[S:14][CH:13]=[C:12]([CH2:15][O:16][C:17]3[CH:22]=[CH:21][CH:20]=[C:19]([NH:23][C:24](=[O:33])[C:25]4[CH:26]=[CH:27][C:28]([O:31][CH3:32])=[CH:29][CH:30]=4)[CH:18]=3)[C:8]=2[CH:9]=[N:10][CH:11]=1)=[O:5], predict the reactants needed to synthesize it. The reactants are: C(O[C:4]([C:6]1[C:7]2[S:14][CH:13]=[C:12]([CH2:15][O:16][C:17]3[CH:22]=[CH:21][CH:20]=[C:19]([NH:23][C:24](=[O:33])[C:25]4[CH:30]=[CH:29][C:28]([O:31][CH3:32])=[CH:27][CH:26]=4)[CH:18]=3)[C:8]=2[CH:9]=[N:10][CH:11]=1)=[O:5])C.[CH2:34]([CH2:36][NH2:37])[OH:35]. (7) The reactants are: [F:1][C:2]1[CH:28]=[CH:27][C:5]([CH2:6][N:7]2[C:12](=[O:13])[C:11]3[C:14]([O:23][CH3:24])=[C:15]4[C:20](=[O:21])[N:19]([CH3:22])[CH2:18][CH2:17][N:16]4[C:10]=3[C:9]([CH:25]=[O:26])=[N:8]2)=[CH:4][CH:3]=1.[CH3:29][Mg]Br.C(OCCCC)CCC.Cl. Given the product [F:1][C:2]1[CH:28]=[CH:27][C:5]([CH2:6][N:7]2[C:12](=[O:13])[C:11]3[C:14]([O:23][CH3:24])=[C:15]4[C:20](=[O:21])[N:19]([CH3:22])[CH2:18][CH2:17][N:16]4[C:10]=3[C:9]([CH:25]([OH:26])[CH3:29])=[N:8]2)=[CH:4][CH:3]=1, predict the reactants needed to synthesize it.